From a dataset of Full USPTO retrosynthesis dataset with 1.9M reactions from patents (1976-2016). Predict the reactants needed to synthesize the given product. Given the product [CH3:1][C:2]1([OH:8])[CH2:7][CH2:6][N:5]([C:10]2[CH:15]=[N:14][C:13]([N+:16]([O-:18])=[O:17])=[CH:12][CH:11]=2)[CH2:4][CH2:3]1, predict the reactants needed to synthesize it. The reactants are: [CH3:1][C:2]1([OH:8])[CH2:7][CH2:6][NH:5][CH2:4][CH2:3]1.Br[C:10]1[CH:11]=[CH:12][C:13]([N+:16]([O-:18])=[O:17])=[N:14][CH:15]=1.